Task: Predict the reactants needed to synthesize the given product.. Dataset: Full USPTO retrosynthesis dataset with 1.9M reactions from patents (1976-2016) (1) Given the product [ClH:34].[F:1][C:2]1[CH:7]=[CH:6][C:5]([C:8]2[CH:9]=[CH:10][CH:11]=[CH:12][CH:13]=2)=[C:4]([CH2:14][C:15]([CH:21]2[O:26][CH2:25][CH2:24][NH:23][CH2:22]2)([OH:20])[CH2:16][CH:17]([CH3:19])[CH3:18])[CH:3]=1, predict the reactants needed to synthesize it. The reactants are: [F:1][C:2]1[CH:7]=[CH:6][C:5]([C:8]2[CH:13]=[CH:12][CH:11]=[CH:10][CH:9]=2)=[C:4]([CH2:14][C:15]([CH:21]2[O:26][CH2:25][CH2:24][N:23](CC3C=CC=CC=3)[CH2:22]2)([OH:20])[CH2:16][CH:17]([CH3:19])[CH3:18])[CH:3]=1.[Cl:34]C(OC(Cl)C)=O.CCN(C(C)C)C(C)C. (2) Given the product [F:42][C:43]([F:48])([F:47])[C:44]([OH:46])=[O:45].[OH:24][C:22]1[CH:23]=[C:14]([C:10]2[CH:9]=[CH:8][CH:7]=[C:6]3[C:11]=2[CH2:12][CH2:13][N:4]([CH:1]([CH3:3])[CH3:2])[CH2:5]3)[CH:15]=[C:16]2[C:21]=1[N:20]=[CH:19][NH:18][C:17]2=[O:41], predict the reactants needed to synthesize it. The reactants are: [CH:1]([N:4]1[CH2:13][CH2:12][C:11]2[C:6](=[CH:7][CH:8]=[CH:9][C:10]=2[C:14]2[CH:15]=[C:16]3[C:21](=[C:22]([O:24]COCC[Si](C)(C)C)[CH:23]=2)[N:20]=[CH:19][N:18](COCC[Si](C)(C)C)[C:17]3=[O:41])[CH2:5]1)([CH3:3])[CH3:2].[F:42][C:43]([F:48])([F:47])[C:44]([OH:46])=[O:45]. (3) Given the product [F:8][C:9]1[C:14]2[CH2:15][CH2:16][CH:17]([N:26]3[CH:30]=[C:29]([C:31]4[CH:36]=[CH:35][C:34]([NH:7][C:3]5[CH:2]=[N:1][CH:6]=[CH:5][CH:4]=5)=[C:33]([O:38][CH3:39])[CH:32]=4)[N:28]=[N:27]3)[C:18](=[O:25])[N:19]([CH2:20][C:21]([F:22])([F:23])[F:24])[C:13]=2[CH:12]=[CH:11][CH:10]=1, predict the reactants needed to synthesize it. The reactants are: [N:1]1[CH:6]=[CH:5][CH:4]=[C:3]([NH2:7])[CH:2]=1.[F:8][C:9]1[C:14]2[CH2:15][CH2:16][CH:17]([N:26]3[CH:30]=[C:29]([C:31]4[CH:36]=[CH:35][C:34](I)=[C:33]([O:38][CH3:39])[CH:32]=4)[N:28]=[N:27]3)[C:18](=[O:25])[N:19]([CH2:20][C:21]([F:24])([F:23])[F:22])[C:13]=2[CH:12]=[CH:11][CH:10]=1.C(=O)([O-])[O-].[K+].[K+].CC(C1C=C(C(C)C)C(C2C=CC=CC=2P(C2CCCCC2)C2CCCCC2)=C(C(C)C)C=1)C. (4) Given the product [CH2:1]([O:3][C:4](=[O:17])[CH:5]=[C:6]([O:8][C:9]1[CH:10]=[CH:11][C:12]([O:15][CH3:16])=[CH:13][CH:14]=1)[CH2:7][Br:18])[CH3:2], predict the reactants needed to synthesize it. The reactants are: [CH2:1]([O:3][C:4](=[O:17])[CH:5]=[C:6]([O:8][C:9]1[CH:14]=[CH:13][C:12]([O:15][CH3:16])=[CH:11][CH:10]=1)[CH3:7])[CH3:2].[Br:18]N1C(=O)CCC1=O.C(OOC(=O)C1C=CC=CC=1)(=O)C1C=CC=CC=1. (5) Given the product [C:1]1([OH:23])[CH:6]=[CH:5][CH:4]=[CH:3][CH:2]=1.[CH3:20][C:18]([C:12]1[CH:17]=[CH:16][CH:15]=[CH:14][CH:13]=1)=[CH2:19], predict the reactants needed to synthesize it. The reactants are: [C:1]1(C(C)C)[CH:6]=[CH:5][CH:4]=[CH:3][CH:2]=1.[O-]O.[C:12]1([CH:18]([CH3:20])[CH3:19])[CH:17]=[CH:16][CH:15]=[CH:14][CH:13]=1.CC(C)(C1C=CC=CC=1)[OH:23]. (6) Given the product [F:19][C:12]1[CH:13]=[CH:14][CH:15]=[C:16]2[C:11]=1[NH:10][C:9](=[O:20])[N:8]([C:4]1[CH:5]=[CH:6][CH:7]=[C:2]([B:25]3[O:26][C:27]([CH3:29])([CH3:28])[C:23]([CH3:39])([CH3:22])[O:24]3)[C:3]=1[CH3:21])[C:17]2=[O:18], predict the reactants needed to synthesize it. The reactants are: Br[C:2]1[C:3]([CH3:21])=[C:4]([N:8]2[C:17](=[O:18])[C:16]3[C:11](=[C:12]([F:19])[CH:13]=[CH:14][CH:15]=3)[NH:10][C:9]2=[O:20])[CH:5]=[CH:6][CH:7]=1.[CH3:22][C:23]1([CH3:39])[C:27]([CH3:29])([CH3:28])[O:26][B:25]([B:25]2[O:26][C:27]([CH3:29])([CH3:28])[C:23]([CH3:39])([CH3:22])[O:24]2)[O:24]1.C([O-])(=O)C.[K+]. (7) Given the product [NH2:39][C:40]1([C:44]2[CH:45]=[CH:46][C:47]([C:50]3[C:51]([C:65]4[CH:66]=[CH:67][CH:68]=[CH:69][CH:70]=4)=[CH:52][C:53]4[N:58]([CH2:59][C:60]#[N:61])[C:57](=[O:62])[CH:56]([CH3:63])[O:55][C:54]=4[N:64]=3)=[CH:48][CH:49]=2)[CH2:41][CH2:42][CH2:43]1, predict the reactants needed to synthesize it. The reactants are: NC1(C2C=CC(C3C(C4C=CC=CC=4)=CC4N(CCC#N)C(=O)COC=4N=3)=CC=2)CCC1.C(OC(=O)[NH:39][C:40]1([C:44]2[CH:49]=[CH:48][C:47]([C:50]3[C:51]([C:65]4[CH:70]=[CH:69][CH:68]=[CH:67][CH:66]=4)=[CH:52][C:53]4[N:58]([CH2:59][C:60]#[N:61])[C:57](=[O:62])[CH:56]([CH3:63])[O:55][C:54]=4[N:64]=3)=[CH:46][CH:45]=2)[CH2:43][CH2:42][CH2:41]1)(C)(C)C. (8) Given the product [S:15]1[CH:16]=[CH:17][CH:18]=[C:14]1[S:13][CH2:12][CH2:11][N:27]1[CH2:28][CH2:29][C@@H:24]([CH2:23][CH2:22][C:21](=[O:20])[C:34]2[C:43]3[C:38](=[CH:39][CH:40]=[C:41]([O:44][CH3:45])[CH:42]=3)[N:37]=[CH:36][CH:35]=2)[C@@H:25]([C:30]([O:32][CH3:33])=[O:31])[CH2:26]1, predict the reactants needed to synthesize it. The reactants are: C(N(C(C)C)CC)(C)C.Br[CH2:11][CH2:12][S:13][C:14]1[S:15][CH:16]=[CH:17][CH:18]=1.Br.[O:20]=[C:21]([C:34]1[C:43]2[C:38](=[CH:39][CH:40]=[C:41]([O:44][CH3:45])[CH:42]=2)[N:37]=[CH:36][CH:35]=1)[CH2:22][CH2:23][C@@H:24]1[CH2:29][CH2:28][NH:27][CH2:26][C@@H:25]1[C:30]([O:32][CH3:33])=[O:31].O. (9) Given the product [F:1][C:2]1[CH:10]=[CH:9][C:8]2[N:7]([C:19]3[CH:28]=[C:27]4[C:22]([CH:23]=[CH:24][CH:25]=[N:26]4)=[CH:21][CH:20]=3)[C:6]3[CH:11]4[CH2:12][CH2:13][N:14]([CH2:15][C:5]=3[C:4]=2[CH:3]=1)[CH2:16][CH2:17]4, predict the reactants needed to synthesize it. The reactants are: [F:1][C:2]1[CH:10]=[CH:9][C:8]2[NH:7][C:6]3[CH:11]4[CH2:17][CH2:16][N:14]([CH2:15][C:5]=3[C:4]=2[CH:3]=1)[CH2:13][CH2:12]4.Br[C:19]1[CH:28]=[C:27]2[C:22]([CH:23]=[CH:24][CH:25]=[N:26]2)=[CH:21][CH:20]=1. (10) Given the product [CH2:35]([C@@H:42]1[N:47]([C:24]2[CH:28]=[N:26][CH:21]=[CH:22][CH:23]=2)[CH2:46][CH2:45][N:44]([C:48]2[CH:56]=[C:55]3[C:51]([C:52]([CH2:61][CH3:62])=[N:53][N:54]3[CH:57]3[CH2:58][CH2:59][CH2:60]3)=[CH:50][CH:49]=2)[CH2:43]1)[C:36]1[CH:37]=[CH:38][CH:39]=[CH:40][CH:41]=1, predict the reactants needed to synthesize it. The reactants are: CC(C)([O-])C.[Na+].C1(P(C2CCCCC2)C2C=CC=CC=2C2C=[CH:24][CH:23]=[CH:22][C:21]=2[N:26]([CH3:28])C)CCCCC1.[CH2:35]([C@@H:42]1[NH:47][CH2:46][CH2:45][N:44]([C:48]2[CH:56]=[C:55]3[C:51]([C:52]([CH2:61][CH3:62])=[N:53][N:54]3[CH:57]3[CH2:60][CH2:59][CH2:58]3)=[CH:50][CH:49]=2)[CH2:43]1)[C:36]1[CH:41]=[CH:40][CH:39]=[CH:38][CH:37]=1.BrC1C=NC=CC=1.